Dataset: Catalyst prediction with 721,799 reactions and 888 catalyst types from USPTO. Task: Predict which catalyst facilitates the given reaction. (1) Reactant: [NH2:1][C:2]1[CH:3]=[C:4]([CH2:9][C:10]([O:12][CH2:13][CH3:14])=[O:11])[CH:5]=[CH:6][C:7]=1[NH2:8].[C:15]1([CH3:24])[C:16]([N:21]=[C:22]=S)=[CH:17][CH:18]=[CH:19][CH:20]=1.C(N=C=NC(C)C)(C)C. Product: [C:15]1([CH3:24])[CH:20]=[CH:19][CH:18]=[CH:17][C:16]=1[NH:21][C:22]1[NH:1][C:2]2[CH:3]=[C:4]([CH2:9][C:10]([O:12][CH2:13][CH3:14])=[O:11])[CH:5]=[CH:6][C:7]=2[N:8]=1. The catalyst class is: 8. (2) Reactant: Cl.O.[Cl:3][C:4]1[CH:9]=[C:8]([N+:10]([O-])=O)[CH:7]=[CH:6][C:5]=1[N:13]1[CH2:18][CH2:17][O:16][CH2:15][CH2:14]1.CCN(CC)CC. Product: [Cl:3][C:4]1[CH:9]=[C:8]([CH:7]=[CH:6][C:5]=1[N:13]1[CH2:18][CH2:17][O:16][CH2:15][CH2:14]1)[NH2:10]. The catalyst class is: 415. (3) Reactant: [CH2:1]([N:3]1[C:7]2=[N:8][C:9]([CH2:27][CH3:28])=[C:10]([CH2:19][NH:20][C:21](=[O:26])[CH2:22][C:23]([OH:25])=O)[C:11]([NH:12][CH:13]3[CH2:18][CH2:17][O:16][CH2:15][CH2:14]3)=[C:6]2[CH:5]=[N:4]1)[CH3:2].[Br:29][C:30]1[CH:31]=[C:32]([CH2:37][NH2:38])[CH:33]=[CH:34][C:35]=1[CH3:36].[Br:29][C:30]1[CH:31]=[C:32]([CH2:37][NH2:38])[CH:33]=[CH:34][C:35]=1[CH3:36].CN(C(ON1N=NC2C=CC=NC1=2)=[N+](C)C)C.F[P-](F)(F)(F)(F)F.C(N(CC)CC)C. Product: [Br:29][C:30]1[CH:31]=[C:32]([CH2:37][NH:38][C:23](=[O:25])[CH2:22][C:21]([NH:20][CH2:19][C:10]2[C:11]([NH:12][CH:13]3[CH2:14][CH2:15][O:16][CH2:17][CH2:18]3)=[C:6]3[CH:5]=[N:4][N:3]([CH2:1][CH3:2])[C:7]3=[N:8][C:9]=2[CH2:27][CH3:28])=[O:26])[CH:33]=[CH:34][C:35]=1[CH3:36]. The catalyst class is: 4. (4) The catalyst class is: 93. Reactant: [CH3:1][C:2]1[CH:3]=[C:4]([CH:8](O)[CH3:9])[CH:5]=[CH:6][CH:7]=1.C1C=CC(P([N:25]=[N+:26]=[N-:27])(C2C=CC=CC=2)=O)=CC=1.N12CCCN=C1CCCCC2. Product: [CH3:1][C:2]1[CH:3]=[C:4]([CH:8]([N:25]=[N+:26]=[N-:27])[CH3:9])[CH:5]=[CH:6][CH:7]=1. (5) Reactant: [Cl:1][C:2]1[CH:7]=[C:6](Cl)[N:5]=[C:4]([S:9][CH2:10][C:11]2[CH:16]=[CH:15][CH:14]=[C:13]([F:17])[C:12]=2[F:18])[N:3]=1.FC1C(F)=CC=CC=1CSC1N=C(NS(N2CCC2)(=O)=O)C=[C:31]([O:43]C(CO)CO)N=1.[H-].[Na+].O. Product: [Cl:1][C:2]1[CH:7]=[C:6]([O:43][CH3:31])[N:5]=[C:4]([S:9][CH2:10][C:11]2[CH:16]=[CH:15][CH:14]=[C:13]([F:17])[C:12]=2[F:18])[N:3]=1. The catalyst class is: 5. (6) Reactant: [CH2:1]([C:3]1[N:16]([C@@H:17]2[C:25]3[C:20](=[CH:21][C:22]([C:26]4[CH:31]=[CH:30][CH:29]=[CH:28][C:27]=4[C:32]4[N:36](C(C5C=CC=CC=5)(C5C=CC=CC=5)C5C=CC=CC=5)[N:35]=[N:34][N:33]=4)=[CH:23][CH:24]=3)[CH2:19][CH2:18]2)[C:6]2=[N:7][C:8]([CH2:12][CH2:13][O:14][CH3:15])=[CH:9][C:10]([CH3:11])=[C:5]2[N:4]=1)[CH3:2]. Product: [CH2:1]([C:3]1[N:16]([C@@H:17]2[C:25]3[C:20](=[CH:21][C:22]([C:26]4[CH:31]=[CH:30][CH:29]=[CH:28][C:27]=4[C:32]4[NH:36][N:35]=[N:34][N:33]=4)=[CH:23][CH:24]=3)[CH2:19][CH2:18]2)[C:6]2=[N:7][C:8]([CH2:12][CH2:13][O:14][CH3:15])=[CH:9][C:10]([CH3:11])=[C:5]2[N:4]=1)[CH3:2]. The catalyst class is: 5. (7) Product: [O:12]=[C:8]1[NH:7][C:3]([C:4]([OH:6])=[O:5])=[C:2]([NH:1][C:22]([NH:21][C:17]2[CH:18]=[CH:19][CH:20]=[C:15]([C:14]([F:13])([F:24])[F:25])[CH:16]=2)=[O:23])[C:10](=[O:11])[NH:9]1. Reactant: [NH2:1][C:2]1[C:10](=[O:11])[NH:9][C:8](=[O:12])[NH:7][C:3]=1[C:4]([OH:6])=[O:5].[F:13][C:14]([F:25])([F:24])[C:15]1[CH:16]=[C:17]([N:21]=[C:22]=[O:23])[CH:18]=[CH:19][CH:20]=1.O. The catalyst class is: 16. (8) Reactant: O[CH2:2][C:3]#[C:4][C:5]1[CH:10]=[CH:9][N:8]=[CH:7][C:6]=1[NH:11][C:12](=[O:18])[O:13][C:14]([CH3:17])([CH3:16])[CH3:15].CS(Cl)(=O)=O.[NH:24]1[CH2:28][CH2:27][CH2:26][CH2:25]1.[Cl-].[Na+]. Product: [N:24]1([CH2:2][C:3]#[C:4][C:5]2[CH:10]=[CH:9][N:8]=[CH:7][C:6]=2[NH:11][C:12](=[O:18])[O:13][C:14]([CH3:17])([CH3:16])[CH3:15])[CH2:28][CH2:27][CH2:26][CH2:25]1. The catalyst class is: 2.